Predict the reaction yield, written as a fraction of the theoretical maximum amount of product (1.0 means a 100% yield; for example, 0.34 means a 34% yield). From a dataset of Reaction yield outcomes from USPTO patents with 853,638 reactions. (1) The reactants are [Cl:1][C:2]1[CH:3]=[C:4]([S:9]([CH:12]2[CH2:17][CH2:16][N:15](C(OC(C)(C)C)=O)[CH2:14][CH2:13]2)(=[O:11])=[O:10])[CH:5]=[CH:6][C:7]=1[Cl:8].Cl.C([O-])([O-])=O.[Na+].[Na+]. The catalyst is CO. The product is [Cl:1][C:2]1[CH:3]=[C:4]([S:9]([CH:12]2[CH2:17][CH2:16][NH:15][CH2:14][CH2:13]2)(=[O:11])=[O:10])[CH:5]=[CH:6][C:7]=1[Cl:8]. The yield is 0.790. (2) The reactants are C([N:4]1[C:13]2[C:8](=[CH:9][CH:10]=[CH:11][CH:12]=2)[C:7](=[O:14])[C:6]2[C:15](=[O:27])[N:16]([CH:22]3[CH2:26][CH2:25][CH2:24][CH2:23]3)[C:17]([CH:19]([CH3:21])[CH3:20])=[N:18][C:5]1=2)C=C.C(Cl)Cl.C1(C)C=CC(S(O)=O)=CC=1. The catalyst is C(OCC)(=O)C.CC(OC)(C)C.[Pd].C1(P(C2C=CC=CC=2)C2C=CC=CC=2)C=CC=CC=1.C1(P(C2C=CC=CC=2)C2C=CC=CC=2)C=CC=CC=1.C1(P(C2C=CC=CC=2)C2C=CC=CC=2)C=CC=CC=1.C1(P(C2C=CC=CC=2)C2C=CC=CC=2)C=CC=CC=1. The product is [CH:22]1([N:16]2[C:15](=[O:27])[C:6]3[C:7](=[O:14])[C:8]4[C:13](=[CH:12][CH:11]=[CH:10][CH:9]=4)[NH:4][C:5]=3[N:18]=[C:17]2[CH:19]([CH3:21])[CH3:20])[CH2:23][CH2:24][CH2:25][CH2:26]1. The yield is 0.230. (3) The reactants are [C:1]([O:5][CH3:6])(=[O:4])C=C.Cl[C:8](N(C)C)=[C:9]([CH3:11])[CH3:10].C1C[O:18][CH2:17][CH2:16]1. The catalyst is FC(F)(F)S([O-])(=O)=O.[Zn+2].FC(F)(F)S([O-])(=O)=O.O. The product is [CH3:10][C:9]1([CH3:11])[C:17](=[O:18])[CH2:16][CH:8]1[C:1]([O:5][CH3:6])=[O:4]. The yield is 0.290. (4) The reactants are [N+:1]([C:4]1[CH:5]=[C:6]([O:14]C2C=C(C(F)(F)F)C=C([N+]([O-])=O)C=2)[CH:7]=[C:8]([C:10]([F:13])([F:12])[F:11])[CH:9]=1)([O-:3])=[O:2].CC(O)=O. The catalyst is Br. The product is [N+:1]([C:4]1[CH:5]=[C:6]([OH:14])[CH:7]=[C:8]([C:10]([F:11])([F:12])[F:13])[CH:9]=1)([O-:3])=[O:2]. The yield is 0.960. (5) The reactants are [CH3:1][O:2][C:3]1[C:4](=[O:11])[CH2:5][CH2:6][C:7]([CH3:10])([CH3:9])[CH:8]=1.[C:12](OCC)(=[O:18])[C:13]([O:15][CH2:16][CH3:17])=[O:14].C[Si]([N-][Si](C)(C)C)(C)C.[Li+]. The catalyst is C(OCC)C.O1CCCC1. The product is [CH3:1][O:2][C:3]1[C:4](=[O:11])[CH:5]([C:12](=[O:18])[C:13]([O:15][CH2:16][CH3:17])=[O:14])[CH2:6][C:7]([CH3:9])([CH3:10])[CH:8]=1. The yield is 0.815. (6) The reactants are [Cl:1][C:2]1[CH:7]=[C:6]([Cl:8])[CH:5]=[CH:4][C:3]=1[C@H:9]([N:11]1[C:15]2[CH:16]=[C:17]([N:20]3[CH2:25][CH2:24][NH:23][CH2:22][CH2:21]3)[CH:18]=[CH:19][C:14]=2[N:13]=[CH:12]1)[CH3:10].C(OC([N:33]1[CH2:37][CH2:36][CH2:35][C@@H:34]1[C:38](O)=[O:39])=O)(C)(C)C.CN(C(ON1N=NC2C=CC=NC1=2)=[N+](C)C)C.F[P-](F)(F)(F)(F)F.C(N(CC)CC)C. The catalyst is ClCCl.C(OCC)(=O)C. The product is [Cl:1][C:2]1[CH:7]=[C:6]([Cl:8])[CH:5]=[CH:4][C:3]=1[C@H:9]([N:11]1[C:15]2[CH:16]=[C:17]([N:20]3[CH2:21][CH2:22][N:23]([C:38]([C@H:34]4[CH2:35][CH2:36][CH2:37][NH:33]4)=[O:39])[CH2:24][CH2:25]3)[CH:18]=[CH:19][C:14]=2[N:13]=[CH:12]1)[CH3:10]. The yield is 0.710. (7) The reactants are [NH2:1][C:2]1[CH:3]=[C:4]2[C:9](=[CH:10][CH:11]=1)[N:8]=[CH:7][C:6]([C:12]#[N:13])=[C:5]2[NH:14][C:15]1[CH:20]=[CH:19][C:18]([F:21])=[C:17]([Cl:22])[CH:16]=1.[F:23][C:24]1[C:32]([F:33])=[C:31]([F:34])[C:30]([F:35])=[C:29]2[C:25]=1[C:26]([CH:36]=O)=[CH:27][NH:28]2.[BH3-]C#N.[Na+]. The catalyst is CCO. The product is [Cl:22][C:17]1[CH:16]=[C:15]([NH:14][C:5]2[C:4]3[C:9](=[CH:10][CH:11]=[C:2]([NH:1][CH2:36][C:26]4[C:25]5[C:29](=[C:30]([F:35])[C:31]([F:34])=[C:32]([F:33])[C:24]=5[F:23])[NH:28][CH:27]=4)[CH:3]=3)[N:8]=[CH:7][C:6]=2[C:12]#[N:13])[CH:20]=[CH:19][C:18]=1[F:21]. The yield is 0.570.